This data is from Peptide-MHC class II binding affinity with 134,281 pairs from IEDB. The task is: Regression. Given a peptide amino acid sequence and an MHC pseudo amino acid sequence, predict their binding affinity value. This is MHC class II binding data. The peptide sequence is KNTIVIPKGDFLTGP. The MHC is DRB3_0202 with pseudo-sequence DRB3_0202. The binding affinity (normalized) is 0.152.